This data is from Catalyst prediction with 721,799 reactions and 888 catalyst types from USPTO. The task is: Predict which catalyst facilitates the given reaction. (1) Reactant: [CH3:1][O:2][C:3]1[CH:4]=[CH:5][CH:6]=[C:7]2[C:12]=1[N:11]=[C:10]([CH:13]([CH3:15])[CH3:14])[CH:9]=[CH:8]2.[Br:16]Br.S([O-])([O-])(=O)=S.[Na+].[Na+].C(=O)([O-])O.[Na+]. Product: [Br:16][C:6]1[CH:5]=[CH:4][C:3]([O:2][CH3:1])=[C:12]2[C:7]=1[CH:8]=[CH:9][C:10]([CH:13]([CH3:15])[CH3:14])=[N:11]2. The catalyst class is: 5. (2) Reactant: O.Cl.[NH2:3][C@H:4]([C:7]([OH:9])=[O:8])[CH2:5][SH:6].C([O-])(=O)C.[K+].CO.[N:17]1[CH:22]=[CH:21][CH:20]=[C:19]([CH:23]=O)[CH:18]=1. Product: [N:17]1[CH:22]=[CH:21][CH:20]=[C:19]([C@@H:23]2[NH:3][CH:4]([C:7]([OH:9])=[O:8])[CH2:5][S:6]2)[CH:18]=1. The catalyst class is: 6. (3) Reactant: [C:1]1([C:7]2[C:20]3[C:15](=[CH:16][CH:17]=[CH:18][CH:19]=3)[C:14](B(O)O)=[C:13]3[C:8]=2[CH:9]=[CH:10][CH:11]=[CH:12]3)[CH:6]=[CH:5][CH:4]=[CH:3][CH:2]=1.[Br:24][C:25]1[CH:30]=[CH:29][C:28](Br)=[CH:27][CH:26]=1.C(=O)([O-])[O-].[Na+].[Na+]. Product: [C:1]1([C:7]2[C:20]3[C:15]([C:14]([C:28]4[CH:29]=[CH:30][C:25]([Br:24])=[CH:26][CH:27]=4)=[C:13]4[C:8]=2[CH:9]=[CH:10][CH:11]=[CH:12]4)=[CH:16][CH:17]=[CH:18][CH:19]=3)[CH:6]=[CH:5][CH:4]=[CH:3][CH:2]=1. The catalyst class is: 234. (4) Reactant: [N:1]1[CH:6]=[CH:5][C:4]([O:7][C:8]2[CH:9]=[C:10]([CH:13]=[CH:14][CH:15]=2)[CH:11]=O)=[CH:3][CH:2]=1.[C@@H:16]1([NH2:26])[C:25]2[C:20](=[CH:21][CH:22]=[CH:23][CH:24]=2)[CH2:19][CH2:18][CH2:17]1.[BH4-].[Na+]. Product: [N:1]1[CH:6]=[CH:5][C:4]([O:7][C:8]2[CH:9]=[C:10]([CH:13]=[CH:14][CH:15]=2)[CH2:11][NH:26][C@@H:16]2[C:25]3[C:20](=[CH:21][CH:22]=[CH:23][CH:24]=3)[CH2:19][CH2:18][CH2:17]2)=[CH:3][CH:2]=1. The catalyst class is: 8. (5) Reactant: [NH2:1][C:2]1[CH:15]=[CH:14][C:5]2[N:6]([C:11](=[O:13])[CH3:12])[CH2:7][CH2:8][CH2:9][O:10][C:4]=2[CH:3]=1.Cl[C:17]1[N:22]=[C:21]([NH:23][C:24]2[C:33]([F:34])=[CH:32][CH:31]=[CH:30][C:25]=2[C:26]([NH:28][CH3:29])=[O:27])[C:20]([Cl:35])=[CH:19][N:18]=1.C12(CS(O)(=O)=O)C(C)(C)C(CC1)CC2=O.C(=O)([O-])[O-]. Product: [C:11]([N:6]1[C:5]2[CH:14]=[CH:15][C:2]([NH:1][C:17]3[N:22]=[C:21]([NH:23][C:24]4[C:33]([F:34])=[CH:32][CH:31]=[CH:30][C:25]=4[C:26]([NH:28][CH3:29])=[O:27])[C:20]([Cl:35])=[CH:19][N:18]=3)=[CH:3][C:4]=2[O:10][CH2:9][CH2:8][CH2:7]1)(=[O:13])[CH3:12]. The catalyst class is: 32.